From a dataset of CYP3A4 inhibition data for predicting drug metabolism from PubChem BioAssay. Regression/Classification. Given a drug SMILES string, predict its absorption, distribution, metabolism, or excretion properties. Task type varies by dataset: regression for continuous measurements (e.g., permeability, clearance, half-life) or binary classification for categorical outcomes (e.g., BBB penetration, CYP inhibition). Dataset: cyp3a4_veith. The result is 0 (non-inhibitor). The compound is Cc1ccc(NC(=O)C2CCN(S(=O)(=O)c3c(C)n[nH]c3C)CC2)nc1.